This data is from Reaction yield outcomes from USPTO patents with 853,638 reactions. The task is: Predict the reaction yield, written as a fraction of the theoretical maximum amount of product (1.0 means a 100% yield; for example, 0.34 means a 34% yield). (1) The reactants are [C:1]([C:4]1[CH:8]=[CH:7][S:6][C:5]=1[NH:9][C:10](=O)[C:11]([O:13][CH2:14][CH3:15])=[O:12])(=[O:3])[NH2:2].C[Si](Cl)(C)C.CCOC(C)=O. The catalyst is C(Cl)Cl. The product is [O:3]=[C:1]1[NH:2][C:10]([C:11]([O:13][CH2:14][CH3:15])=[O:12])=[N:9][C:5]2[S:6][CH:7]=[CH:8][C:4]1=2. The yield is 0.360. (2) The reactants are [CH3:1][C:2]1[CH:11]=[CH:10][C:5]([C:6]([O:8][CH3:9])=[O:7])=[CH:4][N:3]=1.C1C=C(Cl)C=C(C(OO)=[O:20])C=1. The catalyst is C(Cl)Cl. The product is [CH3:9][O:8][C:6]([C:5]1[CH:10]=[CH:11][C:2]([CH3:1])=[N+:3]([O-:20])[CH:4]=1)=[O:7]. The yield is 0.720. (3) The reactants are [CH:1]([C:3]1[NH:7][C:6]([C:8]([OH:10])=O)=[C:5]([CH3:11])[CH:4]=1)=[O:2].C1C=CC2N(O)N=NC=2C=1.C(Cl)CCl.[CH3:26][N:27]1[CH2:32][CH2:31][NH:30][CH2:29][CH2:28]1. The catalyst is CN(C=O)C.C(OCC)(=O)C. The product is [CH3:11][C:5]1[CH:4]=[C:3]([CH:1]=[O:2])[NH:7][C:6]=1[C:8]([N:30]1[CH2:31][CH2:32][N:27]([CH3:26])[CH2:28][CH2:29]1)=[O:10]. The yield is 0.660. (4) The reactants are [F:1][C:2]1[CH:10]=[C:9]2[C:5]([C:6]([C:20]3[CH:21]=[N:22][N:23]([CH2:25][CH:26]4[CH2:31][CH2:30][NH:29][CH2:28][CH2:27]4)[CH:24]=3)=[CH:7][N:8]2S(C2C=CC=CC=2)(=O)=O)=[CH:4][CH:3]=1.Br[CH2:33][CH2:34][F:35]. No catalyst specified. The product is [F:1][C:2]1[CH:10]=[C:9]2[C:5]([C:6]([C:20]3[CH:21]=[N:22][N:23]([CH2:25][CH:26]4[CH2:31][CH2:30][N:29]([CH2:33][CH2:34][F:35])[CH2:28][CH2:27]4)[CH:24]=3)=[CH:7][NH:8]2)=[CH:4][CH:3]=1. The yield is 1.00. (5) The reactants are [H-].[Na+].[Br:3][C:4]1[CH:5]=[CH:6][C:7]([Cl:11])=[C:8]([CH:10]=1)[NH2:9].[CH2:12](Br)[C:13]1[CH:18]=[CH:17][CH:16]=[CH:15][CH:14]=1. The catalyst is C1COCC1. The product is [CH2:12]([N:9]([CH2:12][C:13]1[CH:18]=[CH:17][CH:16]=[CH:15][CH:14]=1)[C:8]1[CH:10]=[C:4]([Br:3])[CH:5]=[CH:6][C:7]=1[Cl:11])[C:13]1[CH:18]=[CH:17][CH:16]=[CH:15][CH:14]=1. The yield is 0.580.